Dataset: Full USPTO retrosynthesis dataset with 1.9M reactions from patents (1976-2016). Task: Predict the reactants needed to synthesize the given product. (1) Given the product [CH3:17][N:18]1[C:22]([CH3:23])=[CH:21][C:20]([C:24]2[CH:29]=[CH:28][C:27]([O:1][CH2:2][CH:3]3[CH:8]([NH:9][C:10](=[O:16])[O:11][C:12]([CH3:13])([CH3:15])[CH3:14])[CH2:7][CH2:6][O:5][CH2:4]3)=[CH:26][CH:25]=2)=[N:19]1, predict the reactants needed to synthesize it. The reactants are: [OH:1][CH2:2][CH:3]1[CH:8]([NH:9][C:10](=[O:16])[O:11][C:12]([CH3:15])([CH3:14])[CH3:13])[CH2:7][CH2:6][O:5][CH2:4]1.[CH3:17][N:18]1[C:22]([CH3:23])=[CH:21][C:20]([C:24]2[CH:29]=[CH:28][C:27](O)=[CH:26][CH:25]=2)=[N:19]1.C1CCN(C(N=NC(N2CCCCC2)=O)=O)CC1.P(CCCC)(CCCC)CCCC. (2) Given the product [Cl:14][C:12]1[N:11]=[C:10]2[C:6]([N:7]=[CH:8][N:9]2[CH:15]2[CH2:19][CH2:18][CH2:17][CH2:16]2)=[C:5]([NH:4][CH2:3][CH2:2][NH:1][C:48](=[O:49])[C:47]2[CH:51]=[CH:52][CH:53]=[C:45]([C:44]([F:43])([F:54])[F:55])[CH:46]=2)[N:13]=1, predict the reactants needed to synthesize it. The reactants are: [NH2:1][CH2:2][CH2:3][NH:4][C:5]1[N:13]=[C:12]([Cl:14])[N:11]=[C:10]2[C:6]=1[N:7]=[CH:8][N:9]2[CH:15]1[CH2:19][CH2:18][CH2:17][CH2:16]1.O.ON1C2C=CC=CC=2N=N1.Cl.CN(C)CCCN=C=NCC.[F:43][C:44]([F:55])([F:54])[C:45]1[CH:46]=[C:47]([CH:51]=[CH:52][CH:53]=1)[C:48](O)=[O:49]. (3) The reactants are: Br[C:2]1[N:27]=[C:5]2[CH:6]=[N:7][N:8]([CH2:10][C:11]3[O:15][N:14]=[C:13]([C:16]4[CH:21]=[CH:20][C:19]([O:22][CH2:23][CH2:24][CH2:25][CH3:26])=[CH:18][CH:17]=4)[CH:12]=3)[CH:9]=[C:4]2[N:3]=1.[CH3:28][O:29][C:30]1[CH:35]=[CH:34][C:33](B(O)O)=[CH:32][CH:31]=1. Given the product [CH2:23]([O:22][C:19]1[CH:20]=[CH:21][C:16]([C:13]2[CH:12]=[C:11]([CH2:10][N:8]3[CH:9]=[C:4]4[N:3]=[C:2]([C:33]5[CH:34]=[CH:35][C:30]([O:29][CH3:28])=[CH:31][CH:32]=5)[N:27]=[C:5]4[CH:6]=[N:7]3)[O:15][N:14]=2)=[CH:17][CH:18]=1)[CH2:24][CH2:25][CH3:26], predict the reactants needed to synthesize it. (4) Given the product [Cl:22][C:20]1[CH:21]=[C:16]([NH:1][C:2]2[CH:13]=[C:5]3[CH2:6][N:7]([C:10](=[O:12])[CH3:11])[CH2:8][CH2:9][N:4]3[N:3]=2)[C:17]2[N:18]([CH:23]=[CH:24][N:25]=2)[CH:19]=1, predict the reactants needed to synthesize it. The reactants are: [NH2:1][C:2]1[CH:13]=[C:5]2[CH2:6][N:7]([C:10](=[O:12])[CH3:11])[CH2:8][CH2:9][N:4]2[N:3]=1.Cl.Br[C:16]1[C:17]2[N:18]([CH:23]=[CH:24][N:25]=2)[CH:19]=[C:20]([Cl:22])[CH:21]=1.C(=O)([O-])[O-].[Cs+].[Cs+].C1(P(C2C=CC=CC=2)C2C=CC3C(=CC=CC=3)C=2C2C3C(=CC=CC=3)C=CC=2P(C2C=CC=CC=2)C2C=CC=CC=2)C=CC=CC=1.